This data is from Catalyst prediction with 721,799 reactions and 888 catalyst types from USPTO. The task is: Predict which catalyst facilitates the given reaction. (1) Reactant: [CH3:1][NH:2][C:3]1[C:8]([CH2:9][OH:10])=[CH:7][CH:6]=[CH:5][N:4]=1.[C:11](O[C:11]([O:13][C:14]([CH3:17])([CH3:16])[CH3:15])=[O:12])([O:13][C:14]([CH3:17])([CH3:16])[CH3:15])=[O:12].O. Product: [C:11](=[O:12])([O:10][CH2:9][C:8]1[C:3]([NH:2][CH3:1])=[N:4][CH:5]=[CH:6][CH:7]=1)[O:13][C:14]([CH3:17])([CH3:16])[CH3:15]. The catalyst class is: 453. (2) Reactant: [NH:1](C(OCC(Cl)(Cl)[Cl:26])=O)[C@H:2]([C:17]([O:19][CH3:20])=[O:18])[CH2:3][CH2:4][CH2:5][NH:6][C:7]([O:9][CH2:10][C:11]1[CH:16]=[CH:15][CH:14]=[CH:13][CH:12]=1)=[O:8].[NH4+].[OH-].[NH2:31][C@H:32]([C:47]([O:49][CH3:50])=[O:48])[CH2:33][CH2:34][CH2:35][NH:36][C:37]([O:39][CH2:40][C:41]1[CH:46]=[CH:45][CH:44]=[CH:43][CH:42]=1)=[O:38].Cl. Product: [NH2:1][C@H:2]([C:17]([O:19][CH3:20])=[O:18])[CH2:3][CH2:4][CH2:5][NH:6][C:7]([O:9][CH2:10][C:11]1[CH:16]=[CH:15][CH:14]=[CH:13][CH:12]=1)=[O:8].[ClH:26].[NH2:31][C@H:32]([C:47]([O:49][CH3:50])=[O:48])[CH2:33][CH2:34][CH2:35][NH:36][C:37]([O:39][CH2:40][C:41]1[CH:46]=[CH:45][CH:44]=[CH:43][CH:42]=1)=[O:38]. The catalyst class is: 25.